Dataset: Full USPTO retrosynthesis dataset with 1.9M reactions from patents (1976-2016). Task: Predict the reactants needed to synthesize the given product. Given the product [NH2:14][C:15]1[N:20]=[C:19]([NH:21][CH2:22][CH2:23][CH2:24][N:25]2[CH2:29][CH2:28][CH2:27][C:26]2=[O:30])[CH:18]=[C:17]([C:6]2[CH:7]=[CH:8][CH:9]=[C:10]3[C:5]=2[CH:4]=[CH:3][CH:2]=[N:1]3)[N:16]=1, predict the reactants needed to synthesize it. The reactants are: [N:1]1[C:10]2[C:5](=[C:6](B(O)O)[CH:7]=[CH:8][CH:9]=2)[CH:4]=[CH:3][CH:2]=1.[NH2:14][C:15]1[N:20]=[C:19]([NH:21][CH2:22][CH2:23][CH2:24][N:25]2[CH2:29][CH2:28][CH2:27][C:26]2=[O:30])[CH:18]=[C:17](Cl)[N:16]=1.